Dataset: Reaction yield outcomes from USPTO patents with 853,638 reactions. Task: Predict the reaction yield, written as a fraction of the theoretical maximum amount of product (1.0 means a 100% yield; for example, 0.34 means a 34% yield). (1) The reactants are O=C1CCC(=O)N1[O:8][C:9](=O)[CH2:10][CH2:11][CH:12]([NH:20][C:21]([CH:23]1[CH2:28][CH2:27][CH:26]([CH2:29][NH:30][C:31](=[O:57])[CH2:32][CH2:33][CH2:34][CH2:35][CH2:36][CH2:37][CH2:38][CH2:39][CH2:40][CH2:41][CH2:42][CH2:43][CH2:44][CH2:45][CH2:46][CH2:47][CH2:48][CH2:49][C:50]([O:52][C:53]([CH3:56])([CH3:55])[CH3:54])=[O:51])[CH2:25][CH2:24]1)=[O:22])[C:13]([O:15][C:16]([CH3:19])([CH3:18])[CH3:17])=[O:14].[NH2:59][C@H:60]([C:66]([O:68][C:69]([CH3:72])([CH3:71])[CH3:70])=[O:67])[CH2:61][CH2:62][C:63](=[O:65])[OH:64]. The catalyst is C1COCC1.O. The product is [C:69]([O:68][C:66](=[O:67])[CH:60]([NH:59][C:9](=[O:8])[CH2:10][CH2:11][CH:12]([C:13]([O:15][C:16]([CH3:19])([CH3:18])[CH3:17])=[O:14])[NH:20][C:21]([CH:23]1[CH2:24][CH2:25][CH:26]([CH2:29][NH:30][C:31](=[O:57])[CH2:32][CH2:33][CH2:34][CH2:35][CH2:36][CH2:37][CH2:38][CH2:39][CH2:40][CH2:41][CH2:42][CH2:43][CH2:44][CH2:45][CH2:46][CH2:47][CH2:48][CH2:49][C:50]([O:52][C:53]([CH3:54])([CH3:55])[CH3:56])=[O:51])[CH2:27][CH2:28]1)=[O:22])[CH2:61][CH2:62][C:63]([OH:64])=[O:65])([CH3:72])([CH3:71])[CH3:70]. The yield is 0.840. (2) The reactants are Cl[C:2]1[N:3]2[N:14]=[CH:13][C:12]([C:15]#[N:16])=[C:4]2[N:5]=[C:6]2[C:11]=1[CH2:10][CH2:9][CH2:8][CH2:7]2.CCN(CC)CC.[CH3:24][O:25][CH2:26][CH2:27][OH:28]. No catalyst specified. The product is [CH3:24][O:25][CH2:26][CH2:27][O:28][C:2]1[N:3]2[N:14]=[CH:13][C:12]([C:15]#[N:16])=[C:4]2[N:5]=[C:6]2[C:11]=1[CH2:10][CH2:9][CH2:8][CH2:7]2. The yield is 0.0900. (3) The reactants are CCN=C=NCCCN(C)C.Cl.[CH3:13][S:14]([NH2:17])(=[O:16])=[O:15].[Cl:18][C:19]1[CH:20]=[CH:21][C:22]([O:38][CH2:39][CH:40]([CH3:42])[CH3:41])=[C:23]([CH:37]=1)[CH2:24][N:25]1[C:29]2[N:30]=[CH:31][CH:32]=[C:33]([C:34](O)=[O:35])[C:28]=2[CH2:27][CH2:26]1. The catalyst is CN(C1C=CN=CC=1)C.C(Cl)Cl. The product is [Cl:18][C:19]1[CH:20]=[CH:21][C:22]([O:38][CH2:39][CH:40]([CH3:42])[CH3:41])=[C:23]([CH:37]=1)[CH2:24][N:25]1[C:29]2[N:30]=[CH:31][CH:32]=[C:33]([C:34]([NH:17][S:14]([CH3:13])(=[O:16])=[O:15])=[O:35])[C:28]=2[CH2:27][CH2:26]1. The yield is 0.390.